Dataset: Full USPTO retrosynthesis dataset with 1.9M reactions from patents (1976-2016). Task: Predict the reactants needed to synthesize the given product. (1) Given the product [Br:24][C:25]1[CH:26]=[CH:27][C:28]([C@@H:31]([C@H:35]2[N:36]([C:42]([O:44][C:45]([CH3:48])([CH3:47])[CH3:46])=[O:43])[C:37]([CH3:41])([CH3:40])[CH2:38][CH2:39]2)[C:32](=[O:33])[N:21]2[CH2:20][CH2:19][N:18]([C:10]3[C:9]([C:3]4[CH:4]=[CH:5][CH:6]=[CH:7][CH:8]=4)=[CH:14][N:13]=[C:12]4[NH:15][CH:16]=[CH:17][C:11]=34)[CH2:23][CH2:22]2)=[CH:29][CH:30]=1, predict the reactants needed to synthesize it. The reactants are: Cl.Cl.[C:3]1([C:9]2[C:10]([N:18]3[CH2:23][CH2:22][NH:21][CH2:20][CH2:19]3)=[C:11]3[CH:17]=[CH:16][NH:15][C:12]3=[N:13][CH:14]=2)[CH:8]=[CH:7][CH:6]=[CH:5][CH:4]=1.[Br:24][C:25]1[CH:30]=[CH:29][C:28]([C@@H:31]([C@@H:35]2[CH2:39][CH2:38][C:37]([CH3:41])([CH3:40])[N:36]2[C:42]([O:44][C:45]([CH3:48])([CH3:47])[CH3:46])=[O:43])[C:32](O)=[O:33])=[CH:27][CH:26]=1.CN(C(ON1N=NC2C=CC=CC1=2)=[N+](C)C)C.[B-](F)(F)(F)F.CCN(C(C)C)C(C)C. (2) Given the product [F:17][C:15]1[CH:16]=[C:11]([CH2:10][C@@H:9]([C:19]2[C:24]([C:25]3[CH:26]=[CH:27][C:28]([F:34])=[C:29]([CH:33]=3)[C:30]([NH2:32])=[O:31])=[CH:23][CH:22]=[CH:21][N:20]=2)[NH:8][C:46](=[O:47])[CH2:45][N:41]2[C:42]3[C:38](=[CH:37][C:36]([F:35])=[CH:44][CH:43]=3)[C:39]([C:49]([F:52])([F:50])[F:51])=[N:40]2)[CH:12]=[C:13]([F:18])[CH:14]=1, predict the reactants needed to synthesize it. The reactants are: FC(F)(F)C(O)=O.[NH2:8][C@H:9]([C:19]1[C:24]([C:25]2[CH:26]=[CH:27][C:28]([F:34])=[C:29]([CH:33]=2)[C:30]([NH2:32])=[O:31])=[CH:23][CH:22]=[CH:21][N:20]=1)[CH2:10][C:11]1[CH:16]=[C:15]([F:17])[CH:14]=[C:13]([F:18])[CH:12]=1.[F:35][C:36]1[CH:37]=[C:38]2[C:42](=[CH:43][CH:44]=1)[N:41]([CH2:45][C:46](O)=[O:47])[N:40]=[C:39]2[C:49]([F:52])([F:51])[F:50]. (3) Given the product [OH:13][C:9]1[CH:8]=[C:7]([C@@:20]2([OH:21])[C@H:19]([CH2:22][N:23]([CH3:32])[CH2:24][CH2:25][C:26]3[CH:27]=[CH:28][CH:29]=[CH:30][CH:31]=3)[C@@H:18]3[CH2:33][C@@H:16]([C:17]3([CH3:34])[CH3:35])[C@H:15]2[CH3:14])[CH:12]=[CH:11][CH:10]=1, predict the reactants needed to synthesize it. The reactants are: [Li]C(C)(C)C.Br[C:7]1[CH:8]=[C:9]([OH:13])[CH:10]=[CH:11][CH:12]=1.[CH3:14][C@H:15]1[C:20](=[O:21])[C@H:19]([CH2:22][N:23]([CH3:32])[CH2:24][CH2:25][C:26]2[CH:31]=[CH:30][CH:29]=[CH:28][CH:27]=2)[C@@H:18]2[CH2:33][C@H:16]1[C:17]2([CH3:35])[CH3:34]. (4) Given the product [CH3:30][C:31]1[NH:35][C:34]2[CH:36]=[CH:37][C:38]([NH:40][C:2]3[C:3]4[NH:20][N:19]=[CH:18][C:4]=4[N:5]=[C:6]([C:8]4[CH:13]=[CH:12][CH:11]=[C:10]([S:14]([CH3:17])(=[O:15])=[O:16])[CH:9]=4)[N:7]=3)=[CH:39][C:33]=2[N:32]=1, predict the reactants needed to synthesize it. The reactants are: Cl[C:2]1[C:3]2[C:4](=[CH:18][N:19](CC3C=CC(OC)=CC=3)[N:20]=2)[N:5]=[C:6]([C:8]2[CH:13]=[CH:12][CH:11]=[C:10]([S:14]([CH3:17])(=[O:16])=[O:15])[CH:9]=2)[N:7]=1.[CH3:30][C:31]1[NH:35][C:34]2[CH:36]=[CH:37][C:38]([NH2:40])=[CH:39][C:33]=2[N:32]=1.Cl. (5) Given the product [CH:12]1([C:15]2[CH:16]=[C:17]([CH2:18][NH2:19])[CH:20]=[CH:21][C:22]=2[O:23][CH3:24])[CH2:14][CH2:13]1, predict the reactants needed to synthesize it. The reactants are: [H-].[Al+3].[Li+].[H-].[H-].[H-].C(OCC)C.[CH:12]1([C:15]2[CH:16]=[C:17]([CH:20]=[CH:21][C:22]=2[O:23][CH3:24])[C:18]#[N:19])[CH2:14][CH2:13]1.